From a dataset of Reaction yield outcomes from USPTO patents with 853,638 reactions. Predict the reaction yield, written as a fraction of the theoretical maximum amount of product (1.0 means a 100% yield; for example, 0.34 means a 34% yield). (1) The reactants are [Si]([O:8][CH:9]([CH2:20][N:21]([CH3:29])[C:22](=[O:28])[O:23][C:24]([CH3:27])([CH3:26])[CH3:25])[CH2:10][N:11]([CH3:19])[C:12](=[O:18])[O:13][C:14]([CH3:17])([CH3:16])[CH3:15])(C(C)(C)C)(C)C.Cl.C([O-])(O)=O.[Na+]. The catalyst is CO. The product is [OH:8][CH:9]([CH2:20][N:21]([CH3:29])[C:22](=[O:28])[O:23][C:24]([CH3:27])([CH3:26])[CH3:25])[CH2:10][N:11]([CH3:19])[C:12](=[O:18])[O:13][C:14]([CH3:17])([CH3:16])[CH3:15]. The yield is 0.970. (2) The reactants are [CH3:1][C:2]1[C:6]2[C:7](=[O:18])[N:8]([CH2:11][CH2:12][N:13]3[CH2:17][CH2:16][CH2:15][CH2:14]3)[CH2:9][CH2:10][C:5]=2[NH:4][C:3]=1[CH:19]=O.[N:21]1[CH:26]=[CH:25][C:24]([C:27]2[CH:35]=[CH:34][CH:33]=[C:32]3[C:28]=2[CH2:29][C:30](=[O:36])[NH:31]3)=[CH:23][CH:22]=1. No catalyst specified. The product is [CH3:1][C:2]1[C:6]2[C:7](=[O:18])[N:8]([CH2:11][CH2:12][N:13]3[CH2:14][CH2:15][CH2:16][CH2:17]3)[CH2:9][CH2:10][C:5]=2[NH:4][C:3]=1[CH:19]=[C:29]1[C:28]2[C:32](=[CH:33][CH:34]=[CH:35][C:27]=2[C:24]2[CH:23]=[CH:22][N:21]=[CH:26][CH:25]=2)[NH:31][C:30]1=[O:36]. The yield is 0.639. (3) The reactants are [CH3:1][O:2][C:3](=[O:16])[C:4]1[CH:9]=[C:8]([N+:10]([O-:12])=[O:11])[C:7]([NH2:13])=[C:6]([F:14])[C:5]=1F.[NH2:17][C:18]1[C:19]([CH3:24])=[CH:20][CH:21]=[CH:22][CH:23]=1. The catalyst is C(OCC)C. The product is [CH3:1][O:2][C:3](=[O:16])[C:4]1[CH:9]=[C:8]([N+:10]([O-:12])=[O:11])[C:7]([NH2:13])=[C:6]([F:14])[C:5]=1[NH:17][C:18]1[CH:23]=[CH:22][CH:21]=[CH:20][C:19]=1[CH3:24]. The yield is 0.680. (4) The product is [Cl:15][C:16]1[N:21]=[C:20]([NH:22][C:12]([C:9]2([C:6]3[CH:7]=[CH:8][C:3]([O:2][CH3:1])=[CH:4][CH:5]=3)[CH2:11][CH2:10]2)=[O:13])[CH:19]=[CH:18][C:17]=1[CH3:23]. The catalyst is ClCCl. The yield is 0.630. The reactants are [CH3:1][O:2][C:3]1[CH:8]=[CH:7][C:6]([C:9]2([C:12](Cl)=[O:13])[CH2:11][CH2:10]2)=[CH:5][CH:4]=1.[Cl:15][C:16]1[N:21]=[C:20]([NH2:22])[CH:19]=[CH:18][C:17]=1[CH3:23].CCN(CC)CC. (5) The yield is 0.730. No catalyst specified. The product is [CH3:52][C:53]1[CH:54]=[CH:57][C:58]([C:61]([F:62])([F:63])[F:64])=[CH:59][C:60]=1[CH2:15][O:16][C:17]1[CH:22]=[CH:21][C:20]([C:23]2([CH2:27][C:28]([O:30][CH2:31][CH3:32])=[O:29])[CH2:24][O:25][CH2:26]2)=[CH:19][CH:18]=1. The reactants are FC(F)(F)C1C=CC(C2C=CC=C([CH2:15][O:16][C:17]3[CH:22]=[CH:21][C:20]([C:23]4([CH2:27][C:28]([O:30][CH2:31][CH3:32])=[O:29])[CH2:26][O:25][CH2:24]4)=[CH:19][CH:18]=3)C=2)=CC=1.OC1C=CC(C2(CC(OCC)=O)COC2)=CC=1.[CH3:52][C:53]1[CH:60]=[CH:59][C:58]([C:61]([F:64])([F:63])[F:62])=[CH:57][C:54]=1CBr. (6) The reactants are [F:1][C:2]1[CH:9]=[CH:8][C:5]([C:6]#[N:7])=[C:4]([OH:10])[CH:3]=1.[H-].[Na+].Cl[CH2:14][C:15]([N:17]1[CH2:22][CH2:21][O:20][CH2:19][CH2:18]1)=[O:16]. The catalyst is CN(C)C=O. The product is [F:1][C:2]1[CH:9]=[CH:8][C:5]([C:6]#[N:7])=[C:4]([O:10][CH2:14][C:15]([N:17]2[CH2:22][CH2:21][O:20][CH2:19][CH2:18]2)=[O:16])[CH:3]=1. The yield is 0.830. (7) The catalyst is CS(C)=O.O1CCCC1. The product is [CH2:9]([O:16][C:17]1[N:18]=[N:19][C:20]([C:31]2([C:33]3[CH:38]=[CH:37][CH:36]=[CH:35][CH:34]=3)[CH2:4][CH2:32]2)=[CH:21][C:22]=1[O:23][CH2:24][C:25]1[CH:26]=[CH:27][CH:28]=[CH:29][CH:30]=1)[C:10]1[CH:11]=[CH:12][CH:13]=[CH:14][CH:15]=1. The yield is 0.230. The reactants are [H-].[Na+].[I-].[CH3:4][S+](C)(C)=O.[CH2:9]([O:16][C:17]1[N:18]=[N:19][C:20]([C:31]([C:33]2[CH:38]=[CH:37][CH:36]=[CH:35][CH:34]=2)=[CH2:32])=[CH:21][C:22]=1[O:23][CH2:24][C:25]1[CH:30]=[CH:29][CH:28]=[CH:27][CH:26]=1)[C:10]1[CH:15]=[CH:14][CH:13]=[CH:12][CH:11]=1. (8) The reactants are Br[C:2]1[CH:7]=[C:6]([F:8])[CH:5]=[CH:4][C:3]=1[O:9][CH3:10].[Li][C:12]([CH3:15])(C)[CH3:13].CCCCC.C1C[O:24]CC1. No catalyst specified. The product is [F:8][C:6]1[CH:5]=[CH:4][C:3]([O:9][CH3:10])=[C:2]([CH2:13][C@H:12]([OH:24])[CH3:15])[CH:7]=1. The yield is 0.300.